The task is: Predict the product of the given reaction.. This data is from Forward reaction prediction with 1.9M reactions from USPTO patents (1976-2016). Given the reactants O[O:2][S:3]([O-:5])=O.[K+].[CH3:7][C:8]1[CH:9]=[C:10]([C:13]2[C:14]([C:33]3[CH:38]=[CH:37][CH:36]=[CH:35][CH:34]=3)=[C:15]([C:19]([C:21]([C:23]3[CH:28]=[CH:27][C:26]([O:29][CH3:30])=[C:25]([O:31][CH3:32])[CH:24]=3)=[O:22])=[O:20])[CH:16]=[CH:17][CH:18]=2)SC=1.[CH3:39]O.O1CC[CH2:43][CH2:42]1, predict the reaction product. The product is: [CH3:39][S:3]([C:7]1[CH:8]=[CH:9][C:10]([C:13]2[C:14]([C:33]3[CH:34]=[CH:35][CH:36]=[CH:37][CH:38]=3)=[C:15]([C:19]([C:21]([C:23]3[CH:28]=[CH:27][C:26]([O:29][CH3:30])=[C:25]([O:31][CH3:32])[CH:24]=3)=[O:22])=[O:20])[CH:16]=[CH:17][CH:18]=2)=[CH:43][CH:42]=1)(=[O:5])=[O:2].